Task: Predict the product of the given reaction.. Dataset: Forward reaction prediction with 1.9M reactions from USPTO patents (1976-2016) The product is: [C:1]1([C:7](=[C:21]2[CH2:22][C:23]([CH3:30])([CH3:29])[CH2:24][C:25]([CH3:28])([CH3:27])[CH2:26]2)[C:8]2[CH:9]=[CH:10][C:11](/[CH:14]=[CH:15]/[C:16]([OH:18])=[O:17])=[CH:12][CH:13]=2)[CH:2]=[CH:3][CH:4]=[CH:5][CH:6]=1. Given the reactants [C:1]1([C:7](=[C:21]2[CH2:26][C:25]([CH3:28])([CH3:27])[CH2:24][C:23]([CH3:30])([CH3:29])[CH2:22]2)[C:8]2[CH:13]=[CH:12][C:11](/[CH:14]=[CH:15]/[C:16]([O:18]CC)=[O:17])=[CH:10][CH:9]=2)[CH:6]=[CH:5][CH:4]=[CH:3][CH:2]=1.C1COCC1.CCO.[OH-].[Na+], predict the reaction product.